Dataset: Full USPTO retrosynthesis dataset with 1.9M reactions from patents (1976-2016). Task: Predict the reactants needed to synthesize the given product. (1) Given the product [Cl:1][C:2]1[CH:3]=[C:4]2[C:26](=[CH:22][C:11]=1[OH:12])[O:25][C:24]([CH3:23])([CH3:18])[CH:6]=[C:5]2[C:14]([F:15])([F:16])[F:17], predict the reactants needed to synthesize it. The reactants are: [Cl:1][C:2]1[CH:3]=[C:4]2C(=C[C:11]=1[OH:12])OC(=O)[CH:6]=[C:5]2[C:14]([F:17])([F:16])[F:15].[CH3:18][Mg]Cl.O.[CH2:22]1[CH2:26][O:25][CH2:24][CH2:23]1. (2) Given the product [CH:1]1([C:4]2[C:5]([N:13]3[CH2:18][CH2:17][N:16]([C:19]([C:21]4[CH:26]=[CH:25][C:24]([NH:30][CH:28]=[O:29])=[CH:23][CH:22]=4)=[O:20])[CH2:15][CH2:14]3)=[N:6][CH:7]=[C:8]([CH:10]3[CH2:12][CH2:11]3)[CH:9]=2)[CH2:3][CH2:2]1, predict the reactants needed to synthesize it. The reactants are: [CH:1]1([C:4]2[C:5]([N:13]3[CH2:18][CH2:17][N:16]([C:19]([C:21]4[CH:26]=[CH:25][C:24](I)=[CH:23][CH:22]=4)=[O:20])[CH2:15][CH2:14]3)=[N:6][CH:7]=[C:8]([CH:10]3[CH2:12][CH2:11]3)[CH:9]=2)[CH2:3][CH2:2]1.[CH:28]([NH2:30])=[O:29]. (3) Given the product [C:1]([O:5][C:6]([NH:8][C@@H:9]([CH2:14][C:15]1[CH:20]=[CH:19][CH:18]=[CH:17][CH:16]=1)[C@@H:10]1[O:13][CH2:11]1)=[O:7])([CH3:4])([CH3:3])[CH3:2], predict the reactants needed to synthesize it. The reactants are: [C:1]([O:5][C:6]([NH:8][C@@H:9]([CH2:14][C:15]1[CH:20]=[CH:19][CH:18]=[CH:17][CH:16]=1)[C@H:10]([OH:13])[CH2:11]Cl)=[O:7])([CH3:4])([CH3:3])[CH3:2].C(=O)([O-])[O-].[K+].[K+].C(O)(=O)CC(CC(O)=O)(C(O)=O)O. (4) Given the product [NH2:18][C:9]1[C:8]2[N:7]=[C:6]([CH2:19][CH2:20][CH2:21][CH3:22])[N:5]([CH2:4][CH2:3][CH2:2][NH:1][CH2:23][C:25]3[CH:26]=[C:27]([CH:34]=[CH:35][CH:36]=3)[O:28][CH2:29][C:30]([O:32][CH3:33])=[O:31])[C:17]=2[C:16]2[CH:15]=[CH:14][CH:13]=[CH:12][C:11]=2[N:10]=1, predict the reactants needed to synthesize it. The reactants are: [NH2:1][CH2:2][CH2:3][CH2:4][N:5]1[C:17]2[C:16]3[CH:15]=[CH:14][CH:13]=[CH:12][C:11]=3[N:10]=[C:9]([NH2:18])[C:8]=2[N:7]=[C:6]1[CH2:19][CH2:20][CH2:21][CH3:22].[CH:23]([C:25]1[CH:26]=[C:27]([CH:34]=[CH:35][CH:36]=1)[O:28][CH2:29][C:30]([O:32][CH3:33])=[O:31])=O.CC(O)=O.[BH3-]C#N.[Na+]. (5) Given the product [NH2:19][C:20]1[CH:25]=[CH:24][C:23]([C:26]#[C:27][CH2:28][CH2:29][CH2:30][OH:31])=[C:22]([CH3:32])[CH:21]=1, predict the reactants needed to synthesize it. The reactants are: CNC1C=CC(C#CCCCO)=CC=1.FC(F)(F)C([NH:19][C:20]1[CH:25]=[CH:24][C:23]([C:26]#[C:27][CH2:28][CH2:29][CH2:30][OH:31])=[C:22]([CH3:32])[CH:21]=1)=O. (6) The reactants are: [NH2:1][C:2]1[N:7]=[C:6](Cl)[C:5]([CH:9]=O)=[C:4]([Cl:11])[N:3]=1.C(N(CC)CC)C.[CH3:19][NH:20][NH2:21]. Given the product [Cl:11][C:4]1[N:3]=[C:2]([NH2:1])[N:7]=[C:6]2[N:20]([CH3:19])[N:21]=[CH:9][C:5]=12, predict the reactants needed to synthesize it.